From a dataset of Catalyst prediction with 721,799 reactions and 888 catalyst types from USPTO. Predict which catalyst facilitates the given reaction. (1) Reactant: [C:1]([C@H:4]1[C@H:10]([C:11]2[CH:16]=[CH:15][C:14]([Cl:17])=[C:13]([Cl:18])[CH:12]=2)[O:9][CH2:8][CH2:7][N:6]([C:19]([O:21][C:22]([CH3:25])([CH3:24])[CH3:23])=[O:20])[CH2:5]1)(=O)[NH2:2].C(N(CC)CC)C.FC(F)(F)C(OC(=O)C(F)(F)F)=O. Product: [C:1]([C@H:4]1[C@H:10]([C:11]2[CH:16]=[CH:15][C:14]([Cl:17])=[C:13]([Cl:18])[CH:12]=2)[O:9][CH2:8][CH2:7][N:6]([C:19]([O:21][C:22]([CH3:25])([CH3:24])[CH3:23])=[O:20])[CH2:5]1)#[N:2]. The catalyst class is: 1. (2) Reactant: [C:1]1([CH:7]=[CH:8][CH:9]=[CH:10][CH:11]=O)[CH:6]=[CH:5][CH:4]=[CH:3][CH:2]=1.C(O)(=O)C.N1CCCCC1.[F:23][C:24]([F:29])([F:28])[C:25]([CH3:27])=[O:26]. Product: [F:23][C:24]([F:29])([F:28])[C:25](=[O:26])[CH:27]=[CH:11][CH:10]=[CH:9][CH:8]=[CH:7][C:1]1[CH:2]=[CH:3][CH:4]=[CH:5][CH:6]=1. The catalyst class is: 1.